From a dataset of Reaction yield outcomes from USPTO patents with 853,638 reactions. Predict the reaction yield, written as a fraction of the theoretical maximum amount of product (1.0 means a 100% yield; for example, 0.34 means a 34% yield). (1) The reactants are [Si]([O:8][CH2:9][CH2:10][CH2:11][N:12]1[C:21](=[O:22])[C:20]2[C:15](=[CH:16][CH:17]=[C:18]([O:31][C:32]([F:35])([F:34])[F:33])[C:19]=2[CH:23]([OH:30])[C:24]2[CH:29]=[CH:28][CH:27]=[CH:26][CH:25]=2)[N:14]([CH3:36])[C:13]1=[O:37])(C(C)(C)C)(C)C.Cl. The catalyst is CO. The product is [OH:30][CH:23]([C:24]1[CH:25]=[CH:26][CH:27]=[CH:28][CH:29]=1)[C:19]1[C:18]([O:31][C:32]([F:33])([F:34])[F:35])=[CH:17][CH:16]=[C:15]2[C:20]=1[C:21](=[O:22])[N:12]([CH2:11][CH2:10][CH2:9][OH:8])[C:13](=[O:37])[N:14]2[CH3:36]. The yield is 0.406. (2) The reactants are [NH2:1][C:2]1[NH:6][N:5]=[C:4]([NH:7][C:8]2[CH:13]=[CH:12][CH:11]=[C:10]([Cl:14])[CH:9]=2)[C:3]=1[C:15]([NH2:17])=[O:16].[OH:18][C:19]1[CH:26]=[CH:25][C:22]([CH:23]=O)=[CH:21][CH:20]=1.N1CCCCC1. The catalyst is C(O)C. The product is [Cl:14][C:10]1[CH:9]=[C:8]([NH:7][C:4]2[C:3]([C:15]([NH2:17])=[O:16])=[C:2]([N:1]=[CH:23][C:22]3[CH:25]=[CH:26][C:19]([OH:18])=[CH:20][CH:21]=3)[NH:6][N:5]=2)[CH:13]=[CH:12][CH:11]=1. The yield is 0.650. (3) The reactants are [C:1]([N:4]1[C:12]2[C:7](=[CH:8][C:9]([NH2:13])=[CH:10][CH:11]=2)[CH2:6][CH2:5]1)(=O)[CH3:2].[H-].[H-].[H-].[H-].[Li+].[Al+3]. The catalyst is C1COCC1. The product is [CH2:1]([N:4]1[C:12]2[C:7](=[CH:8][C:9]([NH2:13])=[CH:10][CH:11]=2)[CH2:6][CH2:5]1)[CH3:2]. The yield is 0.670.